Dataset: Catalyst prediction with 721,799 reactions and 888 catalyst types from USPTO. Task: Predict which catalyst facilitates the given reaction. (1) Reactant: Cl[Sn]Cl.[Br:4][C:5]1[CH:14]=[CH:13][C:8]([C:9]([O:11][CH3:12])=[O:10])=[C:7]([N+:15]([O-])=O)[CH:6]=1. Product: [Br:4][C:5]1[CH:14]=[CH:13][C:8]([C:9]([O:11][CH3:12])=[O:10])=[C:7]([NH2:15])[CH:6]=1. The catalyst class is: 13. (2) Reactant: [CH3:1][C@@H:2]1[NH:8][CH2:7][C:6]2[CH:9]=[CH:10][C:11]([C:13]([O:15][CH3:16])=[O:14])=[CH:12][C:5]=2[O:4][CH2:3]1.Cl[C:18](Cl)([O:20]C(=O)OC(Cl)(Cl)Cl)Cl.CCN(CC)CC.[CH3:36][O:37][CH:38]1[CH2:43][CH2:42][NH:41][CH2:40][CH2:39]1. Product: [CH3:36][O:37][CH:38]1[CH2:43][CH2:42][N:41]([C:18]([N:8]2[CH2:7][C:6]3[CH:9]=[CH:10][C:11]([C:13]([O:15][CH3:16])=[O:14])=[CH:12][C:5]=3[O:4][CH2:3][C@@H:2]2[CH3:1])=[O:20])[CH2:40][CH2:39]1. The catalyst class is: 34. (3) Reactant: [CH2:1]([O:3][C:4](=[O:22])[CH:5]([N:7]1[C:12]2[CH:13]=[C:14]([N+:18]([O-:20])=[O:19])[C:15]([F:17])=[CH:16][C:11]=2[O:10][CH2:9][C:8]1=O)[CH3:6])[CH3:2].COC1C=CC(P2(SP(C3C=CC(OC)=CC=3)(=S)S2)=[S:32])=CC=1. Product: [CH2:1]([O:3][C:4](=[O:22])[CH:5]([N:7]1[C:12]2[CH:13]=[C:14]([N+:18]([O-:20])=[O:19])[C:15]([F:17])=[CH:16][C:11]=2[O:10][CH2:9][C:8]1=[S:32])[CH3:6])[CH3:2]. The catalyst class is: 11. (4) Reactant: C[O:2][C:3](=[O:27])[CH2:4][C:5]1[C:13]2[C:8](=[N:9][CH:10]=[CH:11][CH:12]=2)[N:7]([S:14]([C:17]2[CH:22]=[CH:21][C:20](F)=[C:19]([C:24]#[N:25])[CH:18]=2)(=[O:16])=[O:15])[C:6]=1[CH3:26].C(=O)([O-])[O-].[K+].[K+].[NH:34]1[CH2:39][CH2:38][O:37][CH2:36][CH2:35]1. Product: [C:24]([C:19]1[CH:18]=[C:17]([S:14]([N:7]2[C:8]3=[N:9][CH:10]=[CH:11][CH:12]=[C:13]3[C:5]([CH2:4][C:3]([OH:27])=[O:2])=[C:6]2[CH3:26])(=[O:16])=[O:15])[CH:22]=[CH:21][C:20]=1[N:34]1[CH2:39][CH2:38][O:37][CH2:36][CH2:35]1)#[N:25]. The catalyst class is: 10. (5) Reactant: C(OC(=O)[NH:10][CH2:11][CH2:12][CH2:13][CH2:14][C@H:15]([NH:27][C:28]([C@@H:30]1[CH2:35][CH2:34][CH2:33][N:32]([C:36](=[O:45])[CH2:37][CH2:38][C:39]2[CH:44]=[CH:43][CH:42]=[CH:41][CH:40]=2)[CH2:31]1)=[O:29])[C:16]([C:18]1[S:19][C:20]2[CH:26]=[CH:25][CH:24]=[CH:23][C:21]=2[N:22]=1)=[O:17])C1C=CC=CC=1.Br.CC(O)=O. Product: [NH2:10][CH2:11][CH2:12][CH2:13][CH2:14][C@H:15]([NH:27][C:28]([C@@H:30]1[CH2:35][CH2:34][CH2:33][N:32]([C:36](=[O:45])[CH2:37][CH2:38][C:39]2[CH:40]=[CH:41][CH:42]=[CH:43][CH:44]=2)[CH2:31]1)=[O:29])[C:16]([C:18]1[S:19][C:20]2[CH:26]=[CH:25][CH:24]=[CH:23][C:21]=2[N:22]=1)=[O:17]. The catalyst class is: 52. (6) Reactant: [CH3:1][C:2]1[S:6][C:5]([C:7]2[CH:12]=[CH:11][C:10]([C:13]([F:16])([F:15])[F:14])=[CH:9][CH:8]=2)=[N:4][C:3]=1[CH2:17][CH2:18][O:19]C1C=CC=CC=1C(NN)=O.[N:30]1[CH:35]=[CH:34][CH:33]=[CH:32][CH:31]=1.C1([O:42][C:43](Cl)=[O:44])C=CC=CC=1.C1CCN2C(=[N:50]CCC2)CC1.C(O[CH2:61][CH3:62])(=O)C. Product: [CH3:1][C:2]1[S:6][C:5]([C:7]2[CH:8]=[CH:9][C:10]([C:13]([F:16])([F:14])[F:15])=[CH:11][CH:12]=2)=[N:4][C:3]=1[CH2:17][CH2:18][O:19][C:31]1[CH:62]=[CH:61][C:34]([C:35]2[O:42][C:43](=[O:44])[NH:50][N:30]=2)=[CH:33][CH:32]=1. The catalyst class is: 4. (7) Reactant: [NH:1]1[CH2:5][CH2:4][CH2:3][C@@H:2]1[CH2:6][NH2:7].CN(C=O)C.[Br:13][C:14]1[C:15](=[O:36])[C:16]([O:28][CH2:29][C:30]2[CH:35]=[CH:34][CH:33]=[CH:32][CH:31]=2)=[C:17]([C:24](OC)=[O:25])[N:18]([CH2:20][CH:21](O)O)[CH:19]=1.[Br-]. Product: [Br:13][C:14]1[C:15](=[O:36])[C:16]([O:28][CH2:29][C:30]2[CH:35]=[CH:34][CH:33]=[CH:32][CH:31]=2)=[C:17]2[C:24](=[O:25])[N:7]3[CH2:6][C@H:2]4[CH2:3][CH2:4][CH2:5][N:1]4[C@@H:21]3[CH2:20][N:18]2[CH:19]=1. The catalyst class is: 477.